Dataset: Full USPTO retrosynthesis dataset with 1.9M reactions from patents (1976-2016). Task: Predict the reactants needed to synthesize the given product. (1) Given the product [CH3:39][NH:40][S:41]([C:44]1[CH:49]=[CH:48][CH:47]=[C:46]([C:2]2[C:10]3[C:9]([NH:11][C@H:12]([C:14]4[N:19]([C:20]5[CH:25]=[CH:24][CH:23]=[CH:22][CH:21]=5)[C:18](=[O:26])[C:17]5=[C:27]([CH3:30])[CH:28]=[CH:29][N:16]5[N:15]=4)[CH3:13])=[N:8][CH:7]=[N:6][C:5]=3[N:4]([CH2:31][O:32][CH2:33][CH2:34][Si:35]([CH3:38])([CH3:37])[CH3:36])[CH:3]=2)[CH:45]=1)(=[O:42])=[O:43], predict the reactants needed to synthesize it. The reactants are: Br[C:2]1[C:10]2[C:9]([NH:11][C@H:12]([C:14]3[N:19]([C:20]4[CH:25]=[CH:24][CH:23]=[CH:22][CH:21]=4)[C:18](=[O:26])[C:17]4=[C:27]([CH3:30])[CH:28]=[CH:29][N:16]4[N:15]=3)[CH3:13])=[N:8][CH:7]=[N:6][C:5]=2[N:4]([CH2:31][O:32][CH2:33][CH2:34][Si:35]([CH3:38])([CH3:37])[CH3:36])[CH:3]=1.[CH3:39][NH:40][S:41]([C:44]1[CH:45]=[C:46](B(O)O)[CH:47]=[CH:48][CH:49]=1)(=[O:43])=[O:42].C(=O)([O-])[O-].[Na+].[Na+]. (2) Given the product [CH2:13]([N:10]1[CH2:11][CH:12]=[C:7]([C:32]2[CH:33]=[C:28]([CH:29]=[CH:30][CH:31]=2)[C:26]([O:25][CH2:23][CH3:24])=[O:27])[CH:8]([CH3:20])[CH2:9]1)[C:14]1[CH:19]=[CH:18][CH:17]=[CH:16][CH:15]=1, predict the reactants needed to synthesize it. The reactants are: FC(F)(F)S(O[C:7]1[CH:8]([CH3:20])[CH2:9][N:10]([CH2:13][C:14]2[CH:19]=[CH:18][CH:17]=[CH:16][CH:15]=2)[CH2:11][CH:12]=1)(=O)=O.[CH2:23]([O:25][C:26]([C:28]1[CH:29]=[C:30](B(O)O)[CH:31]=[CH:32][CH:33]=1)=[O:27])[CH3:24]. (3) Given the product [C:23]([O:34][CH2:33][CH2:32][CH2:31][CH2:30][CH2:38][CH2:43][CH2:42][CH2:41][CH2:40][CH2:1][CH2:2][CH2:3][CH2:4][CH2:5][CH2:6][CH2:52][CH2:50][CH3:51])(=[O:24])/[CH:22]=[CH:21]\[C:20]([O:25][CH2:1][CH2:2][CH2:3][CH2:4][CH2:5][CH2:6][CH2:7][CH2:8][CH2:9][CH2:10][CH2:11][CH2:12][CH2:13][CH2:14][CH2:15][CH2:16][CH2:17][CH3:18])=[O:26], predict the reactants needed to synthesize it. The reactants are: [CH2:1](N)[CH2:2][CH2:3][CH2:4][CH2:5][CH2:6][CH2:7][CH2:8][CH2:9][CH2:10][CH2:11][CH2:12][CH2:13][CH2:14][CH2:15][CH2:16][CH2:17][CH3:18].[C:20]1(=[O:26])[O:25][C:23](=[O:24])[CH:22]=[CH:21]1.C(O[CH2:30][CH2:31][CH2:32][CH2:33][OH:34])=C.CN([C:38]1[CH:43]=[CH:42][CH:41]=[CH:40]N=1)C.C(N=C=N[CH:50]([CH3:52])[CH3:51])(C)C. (4) The reactants are: [CH2:1]([O:3][C:4]([CH:6]1[CH2:11][CH2:10][N:9]([C:12]([O:14][C:15]([CH3:18])([CH3:17])[CH3:16])=[O:13])[CH2:8][CH2:7]1)=[O:5])[CH3:2].C[Si]([N-][Si](C)(C)C)(C)C.[Na+].[Cl:29][C:30]1[CH:35]=[C:34](I)[CH:33]=[CH:32][N:31]=1.[Cl-].[NH4+]. Given the product [Cl:29][C:30]1[CH:35]=[C:34]([C:6]2([C:4]([O:3][CH2:1][CH3:2])=[O:5])[CH2:11][CH2:10][N:9]([C:12]([O:14][C:15]([CH3:17])([CH3:16])[CH3:18])=[O:13])[CH2:8][CH2:7]2)[CH:33]=[CH:32][N:31]=1, predict the reactants needed to synthesize it. (5) The reactants are: [CH3:1][O:2][C:3]1[CH:4]=[C:5]([C:11]2[C:20](=O)[C:19]3[C:14](=[CH:15][C:16]([OH:24])=[C:17]([CH2:22][CH3:23])[CH:18]=3)[O:13][CH:12]=2)[CH:6]=[CH:7][C:8]=1[O:9][CH3:10].O.[NH2:26][NH2:27]. Given the product [CH3:1][O:2][C:3]1[CH:4]=[C:5]([C:11]2[C:20]([C:19]3[CH:18]=[C:17]([CH2:22][CH3:23])[C:16]([OH:24])=[CH:15][C:14]=3[OH:13])=[N:26][NH:27][CH:12]=2)[CH:6]=[CH:7][C:8]=1[O:9][CH3:10], predict the reactants needed to synthesize it. (6) Given the product [C:12]1([N:9]2[C:5]3=[N:6][CH:7]=[N:8][C:3]([NH:1][N:2]=[CH:23][C:22]4[CH:25]=[CH:26][C:19]([F:18])=[CH:20][CH:21]=4)=[C:4]3[CH:11]=[N:10]2)[CH:17]=[CH:16][CH:15]=[CH:14][CH:13]=1, predict the reactants needed to synthesize it. The reactants are: [NH:1]([C:3]1[N:8]=[CH:7][N:6]=[C:5]2[N:9]([C:12]3[CH:17]=[CH:16][CH:15]=[CH:14][CH:13]=3)[N:10]=[CH:11][C:4]=12)[NH2:2].[F:18][C:19]1[CH:26]=[CH:25][C:22]([CH:23]=O)=[CH:21][CH:20]=1.C1(N2C3=NC=NC(NN=CC4C=CN=CC=4)=C3C=N2)C=CC=CC=1.